From a dataset of Peptide-MHC class II binding affinity with 134,281 pairs from IEDB. Regression. Given a peptide amino acid sequence and an MHC pseudo amino acid sequence, predict their binding affinity value. This is MHC class II binding data. The peptide sequence is AQFMWIIRKRIQLP. The MHC is H-2-IEd with pseudo-sequence H-2-IEd. The binding affinity (normalized) is 0.565.